From a dataset of Full USPTO retrosynthesis dataset with 1.9M reactions from patents (1976-2016). Predict the reactants needed to synthesize the given product. (1) Given the product [N:22]1([C:2]2[N:7]=[C:6]([C:8]([N:10]3[CH2:15][CH2:14][CH2:13][CH2:12][CH:11]3[C:16]3[CH:17]=[N:18][CH:19]=[CH:20][CH:21]=3)=[O:9])[CH:5]=[CH:4][CH:3]=2)[CH2:27][CH2:26][CH2:25][CH2:24][CH2:23]1, predict the reactants needed to synthesize it. The reactants are: Br[C:2]1[N:7]=[C:6]([C:8]([N:10]2[CH2:15][CH2:14][CH2:13][CH2:12][CH:11]2[C:16]2[CH:17]=[N:18][CH:19]=[CH:20][CH:21]=2)=[O:9])[CH:5]=[CH:4][CH:3]=1.[NH:22]1[CH2:27][CH2:26][CH2:25][CH2:24][CH2:23]1.CC(C)([O-])C.[Na+].[Cl-].[NH4+]. (2) Given the product [C:1]([O:5][C:6](=[O:22])[NH:7][C:8]1[CH:13]=[C:12]([N:24]([CH3:25])[CH3:23])[C:11]([C:15]([F:18])([F:17])[F:16])=[CH:10][C:9]=1[N+:19]([O-:21])=[O:20])([CH3:4])([CH3:3])[CH3:2], predict the reactants needed to synthesize it. The reactants are: [C:1]([O:5][C:6](=[O:22])[NH:7][C:8]1[CH:13]=[C:12](F)[C:11]([C:15]([F:18])([F:17])[F:16])=[CH:10][C:9]=1[N+:19]([O-:21])=[O:20])([CH3:4])([CH3:3])[CH3:2].[CH3:23][NH:24][CH3:25].